From a dataset of Full USPTO retrosynthesis dataset with 1.9M reactions from patents (1976-2016). Predict the reactants needed to synthesize the given product. (1) Given the product [CH3:15][O:14][C:4]1[C:3]([C:16]2[CH:21]=[CH:20][CH:19]=[CH:18][N:17]=2)=[C:2]([NH2:1])[NH:6][N:5]=1, predict the reactants needed to synthesize it. The reactants are: [NH2:1][C:2]1[N:6](C(OC(C)(C)C)=O)[N:5]=[C:4]([O:14][CH3:15])[C:3]=1[C:16]1[CH:21]=[CH:20][CH:19]=[CH:18][N:17]=1.C(O)(C(F)(F)F)=O. (2) Given the product [F:1][C:2]1[CH:7]=[CH:6][C:5]([F:8])=[CH:4][C:3]=1[CH:9]([S:20]([C:23]1[CH:28]=[CH:27][C:26]([F:29])=[CH:25][CH:24]=1)(=[O:22])=[O:21])[C:10]1[C:11]([CH3:19])=[CH:12][C:13]([C:16]([NH:18][CH2:34][OH:35])=[O:17])=[N:14][CH:15]=1, predict the reactants needed to synthesize it. The reactants are: [F:1][C:2]1[CH:7]=[CH:6][C:5]([F:8])=[CH:4][C:3]=1[CH:9]([S:20]([C:23]1[CH:28]=[CH:27][C:26]([F:29])=[CH:25][CH:24]=1)(=[O:22])=[O:21])[C:10]1[C:11]([CH3:19])=[CH:12][C:13]([C:16]([NH2:18])=[O:17])=[N:14][CH:15]=1.C=O.[OH-].[Na+].[C:34](=O)([O-])[O-:35].[Na+].[Na+]. (3) Given the product [C@@H:54]12[CH2:55][C@@H:56]1[CH2:57][C@@H:52]([C:50]1[NH:49][CH:48]=[C:47]([C:42]3[CH:43]=[C:44]4[C:39](=[CH:40][CH:41]=3)[CH:38]=[C:37]([C:35]3[CH:34]=[CH:33][C:31]5[N:32]=[C:28]([C@@H:27]6[CH2:26][C@@H:25]7[C@@H:23]([CH2:24]7)[NH:22]6)[NH:29][C:30]=5[CH:36]=3)[CH:46]=[CH:45]4)[N:51]=1)[NH:53]2, predict the reactants needed to synthesize it. The reactants are: Cl.O1CCOCC1.C(O)(C(F)(F)F)=O.C(OC([N:22]1[C@H:27]([C:28]2[NH:32][C:31]3[CH:33]=[CH:34][C:35]([C:37]4[CH:38]=[C:39]5[C:44](=[CH:45][CH:46]=4)[CH:43]=[C:42]([C:47]4[NH:51][C:50]([C@@H:52]6[CH2:57][C@@H:56]7[C@@H:54]([CH2:55]7)[N:53]6C(OC(C)(C)C)=O)=[N:49][CH:48]=4)[CH:41]=[CH:40]5)=[CH:36][C:30]=3[N:29]=2)[CH2:26][C@@H:25]2[C@H:23]1[CH2:24]2)=O)(C)(C)C. (4) The reactants are: FC(F)(F)C(O)=O.[CH3:8][O:9][C:10]1[CH:15]=[CH:14][CH:13]=[C:12]([O:16][CH3:17])[C:11]=1[C:18]1[N:22]([CH2:23][CH:24]([CH3:26])[CH3:25])[N:21]=[C:20]([C:27]([NH:29][C@@H:30]([CH2:39][CH:40]([CH3:42])[CH3:41])[CH2:31][C:32]([O:34]C(C)(C)C)=[O:33])=[O:28])[CH:19]=1. Given the product [CH3:17][O:16][C:12]1[CH:13]=[CH:14][CH:15]=[C:10]([O:9][CH3:8])[C:11]=1[C:18]1[N:22]([CH2:23][CH:24]([CH3:26])[CH3:25])[N:21]=[C:20]([C:27]([NH:29][C@@H:30]([CH2:39][CH:40]([CH3:42])[CH3:41])[CH2:31][C:32]([OH:34])=[O:33])=[O:28])[CH:19]=1, predict the reactants needed to synthesize it. (5) Given the product [CH:2]1([CH2:5][O:6][C:7]2[CH:12]=[CH:11][C:10]([F:13])=[CH:9][C:8]=2[C:14]2[C:15]3[NH:22][C:21]([CH3:23])=[C:20]([C:24]([NH:26][C@@H:27]4[CH2:32][CH2:31][N:30]([C:37](=[O:38])[CH2:36][O:35][CH3:34])[CH2:29][C@H:28]4[OH:33])=[O:25])[C:16]=3[N:17]=[CH:18][N:19]=2)[CH2:4][CH2:3]1, predict the reactants needed to synthesize it. The reactants are: Cl.[CH:2]1([CH2:5][O:6][C:7]2[CH:12]=[CH:11][C:10]([F:13])=[CH:9][C:8]=2[C:14]2[C:15]3[NH:22][C:21]([CH3:23])=[C:20]([C:24]([NH:26][C@@H:27]4[CH2:32][CH2:31][NH:30][CH2:29][C@H:28]4[OH:33])=[O:25])[C:16]=3[N:17]=[CH:18][N:19]=2)[CH2:4][CH2:3]1.[CH3:34][O:35][CH2:36][C:37](Cl)=[O:38]. (6) Given the product [CH2:3]([O:10][NH:11][C@H:12]1[CH2:17][N:16]([C:32]([O:34][C:35]([CH3:38])([CH3:37])[CH3:36])=[O:31])[C@H:15]([C:18]([OH:20])=[O:19])[CH2:14][CH2:13]1)[C:4]1[CH:5]=[CH:6][CH:7]=[CH:8][CH:9]=1, predict the reactants needed to synthesize it. The reactants are: Cl.Cl.[CH2:3]([O:10][NH:11][C@H:12]1[CH2:17][NH:16][C@H:15]([C:18]([OH:20])=[O:19])[CH2:14][CH2:13]1)[C:4]1[CH:9]=[CH:8][CH:7]=[CH:6][CH:5]=1.[OH-].[Na+].C(=O)([O-])[O-].[K+].[K+].C(OC([O:31][C:32]([O:34][C:35]([CH3:38])([CH3:37])[CH3:36])=O)=O)([O:31][C:32]([O:34][C:35]([CH3:38])([CH3:37])[CH3:36])=O)=O. (7) Given the product [Cl:1][C:2]1[N:3]=[C:4]([N:11]2[CH2:16][CH2:15][O:14][CH2:13][CH2:12]2)[C:5]2[CH:10]=[C:9]([C:22]([OH:24])=[O:23])[S:8][C:6]=2[N:7]=1, predict the reactants needed to synthesize it. The reactants are: [Cl:1][C:2]1[N:3]=[C:4]([N:11]2[CH2:16][CH2:15][O:14][CH2:13][CH2:12]2)[C:5]2[CH:10]=[CH:9][S:8][C:6]=2[N:7]=1.[Li]CCCC.[C:22](=[O:24])=[O:23]. (8) Given the product [Cl:42][C:39]1[CH:40]=[CH:41][C:36]([NH:35][C:34]([N:15]2[CH2:14][C@@H:13]([OH:12])[CH2:17][C@@H:16]2[C:18]([NH:19][C:20]2[CH:25]=[CH:24][C:23]([N:26]3[CH2:31][CH2:30][O:29][CH2:28][C:27]3=[O:32])=[CH:22][CH:21]=2)=[O:33])=[O:43])=[CH:37][CH:38]=1, predict the reactants needed to synthesize it. The reactants are: [OH-].[Na+].[N+](C1C=CC(C([O:12][C@H:13]2[CH2:17][C@H:16]([C:18](=[O:33])[NH:19][C:20]3[CH:25]=[CH:24][C:23]([N:26]4[CH2:31][CH2:30][O:29][CH2:28][C:27]4=[O:32])=[CH:22][CH:21]=3)[N:15]([C:34](=[O:43])[NH:35][C:36]3[CH:41]=[CH:40][C:39]([Cl:42])=[CH:38][CH:37]=3)[CH2:14]2)=O)=CC=1)([O-])=O. (9) Given the product [Cl:1][C:2]1[N:3]=[C:4]2[N:12]([CH2:25][C:26](=[O:27])[C:28]3[CH:33]=[CH:32][CH:31]=[CH:30][N:29]=3)[C@H:11]([C:13]([F:14])([F:15])[F:16])[CH2:10][CH2:9][N:5]2[C:6](=[O:8])[CH:7]=1, predict the reactants needed to synthesize it. The reactants are: [Cl:1][C:2]1[N:3]=[C:4]2[NH:12][C@H:11]([C:13]([F:16])([F:15])[F:14])[CH2:10][CH2:9][N:5]2[C:6](=[O:8])[CH:7]=1.C(=O)([O-])[O-].[Cs+].[Cs+].Br.Br[CH2:25][C:26]([C:28]1[CH:33]=[CH:32][CH:31]=[CH:30][N:29]=1)=[O:27].